From a dataset of Cav3 T-type calcium channel HTS with 100,875 compounds. Binary Classification. Given a drug SMILES string, predict its activity (active/inactive) in a high-throughput screening assay against a specified biological target. (1) The drug is o1c2c(cc(C(=O)N3CCc4c(C3)cccc4)c1=O)cccc2OCC. The result is 0 (inactive). (2) The compound is O(CCNC(=O)c1ccccc1)C(=O)c1ccncc1. The result is 0 (inactive). (3) The result is 0 (inactive). The molecule is S(CC(=O)N1CCN(CC1)c1cc(ccc1)C(F)(F)F)Cc1ccccc1. (4) The compound is O(C(C)C)c1ccc(NC(=O)N)cc1. The result is 0 (inactive). (5) The compound is Clc1ccc(S(=O)(=O)N(CC(=O)Nc2c([N+]([O-])=O)cc(OC)cc2)C)cc1. The result is 0 (inactive). (6) The molecule is S(=O)(=O)(NC(C)C(=O)Nc1sccn1)c1ccccc1. The result is 0 (inactive). (7) The drug is s1c2c(nc(SC)nc2Oc2ccccc2)cc1. The result is 0 (inactive).